This data is from Forward reaction prediction with 1.9M reactions from USPTO patents (1976-2016). The task is: Predict the product of the given reaction. (1) Given the reactants [N:1]1[CH:6]=[CH:5][CH:4]=[C:3]([CH:7]=[CH:8][C:9]2[NH:18][C:17](=O)[C:16]3[C:11](=[CH:12][CH:13]=[CH:14][CH:15]=3)[N:10]=2)[CH:2]=1.S(Cl)([Cl:22])=O, predict the reaction product. The product is: [Cl:22][C:17]1[C:16]2[C:11](=[CH:12][CH:13]=[CH:14][CH:15]=2)[N:10]=[C:9]([CH:8]=[CH:7][C:3]2[CH:2]=[N:1][CH:6]=[CH:5][CH:4]=2)[N:18]=1. (2) Given the reactants CC1(C)[O:6][C@@H:5]([C@@H:7]([OH:34])[C@:8]([F:33])([CH3:32])[C:9](N2[C@@H](C(C)C)C(C3C=CC=CC=3)(C3C=CC=CC=3)OC2=O)=[O:10])[CH2:4][O:3]1.OO.O.[OH-].[Li+].S([O-])([O-])=O.[Na+].[Na+].Cl, predict the reaction product. The product is: [F:33][C@:8]1([CH3:32])[C@H:7]([OH:34])[CH:5]([CH2:4][OH:3])[O:6][C:9]1=[O:10]. (3) Given the reactants [CH3:1][C:2]([O:5][C:6]([NH:8][C@H:9]([C:12]([O:14]C)=[O:13])[CH2:10][OH:11])=[O:7])([CH3:4])[CH3:3].C(=O)([O-])O[CH2:18][CH2:19][CH:20]=C.[CH3:24]COC(C)=O, predict the reaction product. The product is: [CH3:24][N:8]([C:6]([O:5][C:2]([CH3:1])([CH3:3])[CH3:4])=[O:7])[C@H:9]([C:12]([OH:14])=[O:13])[CH2:10][O:11][CH2:20][CH:19]=[CH2:18]. (4) Given the reactants C[O:2][C:3](=[O:35])[C@@H:4]([NH:14][C:15]([C:17]1[S:18][C:19]([C:24](=[O:34])[NH:25][CH2:26][C:27]2[CH:32]=[CH:31][CH:30]=[C:29]([OH:33])[CH:28]=2)=[CH:20][C:21]=1[C:22]#[N:23])=[O:16])[CH2:5][NH:6][C:7]([C:9]1[S:10][CH:11]=[CH:12][CH:13]=1)=[O:8].O.[OH-].[Li+].Cl, predict the reaction product. The product is: [C:22]([C:21]1[CH:20]=[C:19]([C:24](=[O:34])[NH:25][CH2:26][C:27]2[CH:32]=[CH:31][CH:30]=[C:29]([OH:33])[CH:28]=2)[S:18][C:17]=1[C:15]([NH:14][C@@H:4]([CH2:5][NH:6][C:7]([C:9]1[S:10][CH:11]=[CH:12][CH:13]=1)=[O:8])[C:3]([OH:35])=[O:2])=[O:16])#[N:23]. (5) Given the reactants [CH3:1][O:2][C:3](=[O:28])[CH:4]([N:17]1[C:25](=[O:26])[C:24]2[C:19](=[CH:20][CH:21]=[CH:22][CH:23]=2)[C:18]1=[O:27])[CH2:5][NH:6][CH2:7][CH2:8][NH:9][C:10]([O:12][C:13]([CH3:16])([CH3:15])[CH3:14])=[O:11].C(N(CC)CC)C.Cl[C:37]([O:39][CH2:40][CH3:41])=[O:38].[Cl-].[NH4+], predict the reaction product. The product is: [CH3:1][O:2][C:3](=[O:28])[CH:4]([N:17]1[C:18](=[O:27])[C:19]2[C:24](=[CH:23][CH:22]=[CH:21][CH:20]=2)[C:25]1=[O:26])[CH2:5][N:6]([CH2:7][CH2:8][NH:9][C:10]([O:12][C:13]([CH3:16])([CH3:14])[CH3:15])=[O:11])[C:37]([O:39][CH2:40][CH3:41])=[O:38]. (6) The product is: [CH:1]1([NH:7][C:8]([C:10]2[C:18]3[C:13](=[N:14][CH:15]=[C:16]([CH:19]4[CH2:21][CH2:20]4)[N:17]=3)[NH:12][CH:11]=2)=[O:9])[CH2:2][CH2:3][CH2:4][CH2:5][CH2:6]1. Given the reactants [CH:1]1([NH:7][C:8]([C:10]2[C:18]3[C:13](=[N:14][CH:15]=[C:16]([CH:19]4[CH2:21][CH2:20]4)[N:17]=3)[N:12](COCC[Si](C)(C)C)[CH:11]=2)=[O:9])[CH2:6][CH2:5][CH2:4][CH2:3][CH2:2]1.FC(F)(F)C(O)=O, predict the reaction product. (7) Given the reactants CS(C)=O.CCN(C(C)C)C(C)C.[F:14][C:15]([F:40])([C:29]1[C:38]2[C:33](=[CH:34][CH:35]=[CH:36][CH:37]=2)[C:32]([F:39])=[CH:31][CH:30]=1)[CH2:16][NH:17][C:18]1[C:19]([F:28])=[C:20]([CH2:25][CH2:26][OH:27])[C:21]([Cl:24])=[CH:22][CH:23]=1, predict the reaction product. The product is: [F:40][C:15]([F:14])([C:29]1[C:38]2[C:33](=[CH:34][CH:35]=[CH:36][CH:37]=2)[C:32]([F:39])=[CH:31][CH:30]=1)[CH2:16][NH:17][C:18]1[C:19]([F:28])=[C:20]([CH2:25][CH:26]=[O:27])[C:21]([Cl:24])=[CH:22][CH:23]=1. (8) Given the reactants [CH2:1]([O:3][C:4](=[O:16])/[CH:5]=[CH:6]/[C:7]1[CH:12]=[CH:11][N:10]=[C:9]([CH:13]2[CH2:15][CH2:14]2)[CH:8]=1)[CH3:2].[Br-].[F:18][C:19]1[CH:30]=[CH:29][CH:28]=[CH:27][C:20]=1[CH2:21][S+]1CCCC1, predict the reaction product. The product is: [CH2:1]([O:3][C:4]([C@@H:5]1[C@H:21]([C:20]2[CH:27]=[CH:28][CH:29]=[CH:30][C:19]=2[F:18])[C@H:6]1[C:7]1[CH:12]=[CH:11][N:10]=[C:9]([CH:13]2[CH2:15][CH2:14]2)[CH:8]=1)=[O:16])[CH3:2]. (9) Given the reactants Cl.[NH2:2][C:3]1([C:6]2[NH:7][C:8]([C:14]3[C:23]([F:24])=[CH:22][CH:21]=[C:20]4[C:15]=3[N:16]=[C:17]([NH:26][C:27]([CH3:30])([CH3:29])[CH3:28])[C:18]([CH3:25])=[N:19]4)=[CH:9][C:10]=2[C:11](O)=[O:12])[CH2:5][CH2:4]1.ON1C2C=CC=CC=2N=N1.Cl.CN(C)CCCN=C=NCC.CCN(C(C)C)C(C)C, predict the reaction product. The product is: [C:27]([NH:26][C:17]1[C:18]([CH3:25])=[N:19][C:20]2[C:15]([N:16]=1)=[C:14]([C:8]1[NH:7][C:6]3[C:3]4([CH2:5][CH2:4]4)[NH:2][C:11](=[O:12])[C:10]=3[CH:9]=1)[C:23]([F:24])=[CH:22][CH:21]=2)([CH3:28])([CH3:30])[CH3:29]. (10) The product is: [F:26][C:27]1[C:28]([O:47][CH3:48])=[C:29](/[C:34](=[CH:45]\[CH3:46])/[CH2:35][C:36]([C:40]([F:42])([F:43])[F:41])([OH:44])[CH2:37][OH:38])[CH:30]=[CH:31][C:32]=1[F:33]. Given the reactants FC1C(F)=CC=C(C(=C)CC)C=1OC.FC(F)(F)C(=O)C(OCC)=O.[F:26][C:27]1[C:28]([O:47][CH3:48])=[C:29](/[C:34](=[CH:45]\[CH3:46])/[CH2:35][C:36]([OH:44])([C:40]([F:43])([F:42])[F:41])[C:37]([O-])=[O:38])[CH:30]=[CH:31][C:32]=1[F:33].[H-].[Al+3].[Li+].[H-].[H-].[H-].[Cl-].[NH4+], predict the reaction product.